This data is from Reaction yield outcomes from USPTO patents with 853,638 reactions. The task is: Predict the reaction yield, written as a fraction of the theoretical maximum amount of product (1.0 means a 100% yield; for example, 0.34 means a 34% yield). The reactants are [Br:1][C:2]1[CH:3]=[C:4]2[C:8](=[C:9]([C:11]([OH:13])=O)[CH:10]=1)[NH:7][CH:6]=[CH:5]2.C(Cl)CCl.C1C=CC2N(O)N=[N:24]C=2C=1.N. The catalyst is C(Cl)Cl. The product is [Br:1][C:2]1[CH:3]=[C:4]2[C:8](=[C:9]([C:11]([NH2:24])=[O:13])[CH:10]=1)[NH:7][CH:6]=[CH:5]2. The yield is 0.980.